From a dataset of Reaction yield outcomes from USPTO patents with 853,638 reactions. Predict the reaction yield, written as a fraction of the theoretical maximum amount of product (1.0 means a 100% yield; for example, 0.34 means a 34% yield). (1) The reactants are [CH3:1][N:2]([CH3:10])[CH2:3][CH:4]1[CH2:9][NH:8][CH2:7][CH2:6][NH:5]1.Cl[C:12]1[C:21]2[C:16](=[CH:17][C:18]([Cl:29])=[C:19]([C:22]3[CH:27]=[CH:26][C:25]([Cl:28])=[CH:24][CH:23]=3)[CH:20]=2)[N:15]=[CH:14][N:13]=1.CCN(C(C)C)C(C)C. The catalyst is O1CCOCC1. The product is [Cl:29][C:18]1[CH:17]=[C:16]2[C:21]([C:12]([N:8]3[CH2:7][CH2:6][NH:5][CH:4]([CH2:3][N:2]([CH3:10])[CH3:1])[CH2:9]3)=[N:13][CH:14]=[N:15]2)=[CH:20][C:19]=1[C:22]1[CH:23]=[CH:24][C:25]([Cl:28])=[CH:26][CH:27]=1. The yield is 0.300. (2) The reactants are [CH2:1]([C:8]1[C:9](=[O:18])[NH:10][C:11]([S:15][CH2:16][CH3:17])=[N:12][C:13]=1[CH3:14])[C:2]1[CH:7]=[CH:6][CH:5]=[CH:4][CH:3]=1.Br[CH2:20][C:21]1[CH:26]=[CH:25][C:24]([C:27]2[CH:32]=[CH:31][CH:30]=[CH:29][C:28]=2[C:33]2[N:37]=[C:36](C(Cl)(Cl)Cl)[O:35][N:34]=2)=[CH:23][CH:22]=1.C(=O)([O-])[O-:43].[Cs+].[Cs+]. The catalyst is CN(C)C=O.C(OCC)(=O)C. The product is [CH2:1]([C:8]1[C:9](=[O:18])[N:10]([CH2:20][C:21]2[CH:26]=[CH:25][C:24]([C:27]3[CH:32]=[CH:31][CH:30]=[CH:29][C:28]=3[C:33]3[NH:37][C:36](=[O:43])[O:35][N:34]=3)=[CH:23][CH:22]=2)[C:11]([S:15][CH2:16][CH3:17])=[N:12][C:13]=1[CH3:14])[C:2]1[CH:3]=[CH:4][CH:5]=[CH:6][CH:7]=1. The yield is 0.0600.